From a dataset of Peptide-MHC class I binding affinity with 185,985 pairs from IEDB/IMGT. Regression. Given a peptide amino acid sequence and an MHC pseudo amino acid sequence, predict their binding affinity value. This is MHC class I binding data. (1) The peptide sequence is IASLTGWQW. The MHC is HLA-B15:01 with pseudo-sequence HLA-B15:01. The binding affinity (normalized) is 0.105. (2) The peptide sequence is VVPDYGTYK. The MHC is HLA-A68:01 with pseudo-sequence HLA-A68:01. The binding affinity (normalized) is 0.427. (3) The peptide sequence is RVYAELAAL. The MHC is HLA-B51:01 with pseudo-sequence HLA-B51:01. The binding affinity (normalized) is 0.0847. (4) The peptide sequence is AMDTHLYFE. The MHC is HLA-A03:01 with pseudo-sequence HLA-A03:01. The binding affinity (normalized) is 0.0847.